This data is from Forward reaction prediction with 1.9M reactions from USPTO patents (1976-2016). The task is: Predict the product of the given reaction. (1) Given the reactants C(Cl)Cl.CO.[F:6][C:7]1[CH:8]=[C:9]([CH:32]=[C:33]([F:35])[CH:34]=1)[CH2:10][C@H:11]([NH:28][C:29](=[O:31])[CH3:30])[C@H:12]([OH:27])[CH2:13][NH:14][C@@H:15]1[C:24]2[C:19](=[CH:20][CH:21]=[C:22]([CH2:25][CH3:26])[CH:23]=2)[O:18][CH2:17][CH2:16]1.Cl, predict the reaction product. The product is: [F:6][C:7]1[CH:8]=[C:9]([CH:32]=[C:33]([F:35])[CH:34]=1)[CH2:10][C@H:11]([NH:28][C:29](=[O:31])[CH3:30])[C@H:12]([OH:27])[CH2:13][NH:14][CH:15]1[C:24]2[C:19](=[CH:20][CH:21]=[C:22]([CH2:25][CH3:26])[CH:23]=2)[O:18][CH2:17][CH2:16]1. (2) Given the reactants FC(F)(F)C(O)=O.[NH2:8][C@H:9]([C:19]1[C:24]([C:25]2[CH:26]=[CH:27][C:28]([F:34])=[C:29]([CH:33]=2)[C:30]([NH2:32])=[O:31])=[CH:23][CH:22]=[CH:21][N:20]=1)[CH2:10][C:11]1[CH:16]=[C:15]([F:17])[CH:14]=[C:13]([F:18])[CH:12]=1.[F:35][CH:36]([F:51])[C:37]1[C:45]2[CH2:44][CH2:43][CH:42]3[CH2:46][CH:41]3[C:40]=2[N:39]([CH2:47][C:48](O)=[O:49])[N:38]=1, predict the reaction product. The product is: [F:51][CH:36]([F:35])[C:37]1[C:45]2[CH2:44][CH2:43][CH:42]3[CH2:46][CH:41]3[C:40]=2[N:39]([CH2:47][C:48]([NH:8][CH:9]([C:19]2[C:24]([C:25]3[CH:26]=[CH:27][C:28]([F:34])=[C:29]([CH:33]=3)[C:30]([NH2:32])=[O:31])=[CH:23][CH:22]=[CH:21][N:20]=2)[CH2:10][C:11]2[CH:12]=[C:13]([F:18])[CH:14]=[C:15]([F:17])[CH:16]=2)=[O:49])[N:38]=1. (3) Given the reactants [C:1]([Cl:4])(Cl)=[O:2].C(N(CC)C(C)C)(C)C.[CH2:14]([O:21][CH2:22][CH2:23][NH:24][C:25]1[CH:30]=[C:29]([CH3:31])[C:28]([Br:32])=[C:27]([CH3:33])[CH:26]=1)[C:15]1[CH:20]=[CH:19][CH:18]=[CH:17][CH:16]=1.O, predict the reaction product. The product is: [CH2:14]([O:21][CH2:22][CH2:23][N:24]([C:25]1[CH:26]=[C:27]([CH3:33])[C:28]([Br:32])=[C:29]([CH3:31])[CH:30]=1)[C:1]([Cl:4])=[O:2])[C:15]1[CH:16]=[CH:17][CH:18]=[CH:19][CH:20]=1. (4) Given the reactants [CH:1]1([C:4]2[N:5]=[C:6]3[C:12]([C:13]([NH:15][C@@H:16]([CH3:20])[C:17](O)=[O:18])=[O:14])=[CH:11][N:10]([CH2:21][O:22][CH2:23][CH2:24][Si:25]([CH3:28])([CH3:27])[CH3:26])[C:7]3=[N:8][CH:9]=2)[CH2:3][CH2:2]1.[CH2:29]([N:31](CC)[CH2:32]C)C.Cl.CNC.C1CN([P+](ON2N=NC3C=CC=CC2=3)(N2CCCC2)N2CCCC2)CC1.F[P-](F)(F)(F)(F)F, predict the reaction product. The product is: [CH:1]1([C:4]2[N:5]=[C:6]3[C:12]([C:13]([NH:15][C@@H:16]([CH3:20])[C:17]([N:31]([CH3:32])[CH3:29])=[O:18])=[O:14])=[CH:11][N:10]([CH2:21][O:22][CH2:23][CH2:24][Si:25]([CH3:26])([CH3:27])[CH3:28])[C:7]3=[N:8][CH:9]=2)[CH2:2][CH2:3]1. (5) Given the reactants Cl.Cl.Cl.[O:4]1[C:8]2=[C:9]([N:13]3[CH2:18][CH2:17][N:16]([CH2:19][CH2:20][CH:21]4[CH2:26][CH2:25][CH:24]([NH2:27])[CH2:23][CH2:22]4)[CH2:15][CH2:14]3)[N:10]=[CH:11][CH:12]=[C:7]2[CH:6]=[CH:5]1.[CH3:28][S:29]([CH2:32][C:33](O)=[O:34])(=[O:31])=[O:30], predict the reaction product. The product is: [O:4]1[C:8]2=[C:9]([N:13]3[CH2:18][CH2:17][N:16]([CH2:19][CH2:20][C@H:21]4[CH2:26][CH2:25][C@H:24]([NH:27][C:33](=[O:34])[CH2:32][S:29]([CH3:28])(=[O:31])=[O:30])[CH2:23][CH2:22]4)[CH2:15][CH2:14]3)[N:10]=[CH:11][CH:12]=[C:7]2[CH:6]=[CH:5]1. (6) Given the reactants [CH2:1]1[CH2:5][O:4][CH2:3][CH2:2]1.[CH3:6][O:7][C:8]1[CH:13]=[CH:12][C:11]([OH:14])=[CH:10][CH:9]=1.C(O[CH2:18][CH3:19])C, predict the reaction product. The product is: [CH3:6][O:7][C:8]1[CH:13]=[CH:12][C:11]([O:14][C@H:19]2[CH:18]=[CH:5][C:1]3[C:2](=[CH:5][CH:1]=[CH:2][CH:3]=3)[C@@H:3]2[OH:4])=[CH:10][CH:9]=1.